From a dataset of Forward reaction prediction with 1.9M reactions from USPTO patents (1976-2016). Predict the product of the given reaction. (1) Given the reactants [F:1][C:2]([F:11])([F:10])[C:3]1[CH:8]=[CH:7][CH:6]=[CH:5][C:4]=1[OH:9].Cl[C:13]1[CH:18]=[C:17]([CH3:19])[N:16]=[C:15]([NH:20][C:21]2[CH:26]=[CH:25][C:24]([N:27]3[CH:31]=[C:30]([CH3:32])[N:29]=[CH:28]3)=[C:23]([O:33][CH3:34])[CH:22]=2)[N:14]=1.C1(O)C=CC=CC=1.[H-].[Na+], predict the reaction product. The product is: [CH3:34][O:33][C:23]1[CH:22]=[C:21]([NH:20][C:15]2[N:16]=[C:17]([CH3:19])[CH:18]=[C:13]([O:9][C:4]3[CH:5]=[CH:6][CH:7]=[CH:8][C:3]=3[C:2]([F:10])([F:11])[F:1])[N:14]=2)[CH:26]=[CH:25][C:24]=1[N:27]1[CH:31]=[C:30]([CH3:32])[N:29]=[CH:28]1. (2) Given the reactants [Cl-].[NH4+].[N+:3]([C:6]1[CH:7]=[CH:8][C:9]([C:12]2[CH:17]=[CH:16][CH:15]=[CH:14][CH:13]=2)=[N:10][CH:11]=1)([O-])=O, predict the reaction product. The product is: [C:12]1([C:9]2[N:10]=[CH:11][C:6]([NH2:3])=[CH:7][CH:8]=2)[CH:13]=[CH:14][CH:15]=[CH:16][CH:17]=1. (3) Given the reactants [CH3:1][C:2]1[CH:7]=[CH:6][CH:5]=[C:4]([N+:8]([O-])=O)[C:3]=1[OH:11], predict the reaction product. The product is: [NH2:8][C:4]1[CH:5]=[CH:6][CH:7]=[C:2]([CH3:1])[C:3]=1[OH:11]. (4) Given the reactants [CH2:1]([N:8]([CH2:29][CH:30]1[CH2:35][CH2:34][CH:33]([C:36]([O:38]CC)=[O:37])[CH2:32][CH2:31]1)[S:9]([NH:12][C:13](=[O:28])[C:14]1[CH:19]=[C:18]([C:20]([F:23])([F:22])[F:21])[CH:17]=[C:16]([C:24]([F:27])([F:26])[F:25])[CH:15]=1)(=[O:11])=[O:10])[C:2]1[CH:7]=[CH:6][CH:5]=[CH:4][CH:3]=1.[OH-].[Na+].Cl, predict the reaction product. The product is: [CH2:1]([N:8]([CH2:29][CH:30]1[CH2:31][CH2:32][CH:33]([C:36]([OH:38])=[O:37])[CH2:34][CH2:35]1)[S:9]([NH:12][C:13](=[O:28])[C:14]1[CH:15]=[C:16]([C:24]([F:26])([F:27])[F:25])[CH:17]=[C:18]([C:20]([F:21])([F:22])[F:23])[CH:19]=1)(=[O:11])=[O:10])[C:2]1[CH:3]=[CH:4][CH:5]=[CH:6][CH:7]=1. (5) The product is: [C:49]([OH:52])(=[O:51])[CH3:50].[C:49]([OH:52])(=[O:51])[CH3:50].[NH2:1][C:2]1[N:7]=[CH:6][N:5]=[C:4]2[N:8]([C:33]3[CH:34]=[CH:35][C:36]([CH2:39][N:41]4[CH2:46][CH2:45][CH:44]([CH2:47][OH:48])[CH2:43][CH2:42]4)=[CH:37][CH:38]=3)[N:9]=[C:10]([C:11]3[CH:16]=[CH:15][C:14]([NH:17][C:18](=[O:30])[C:19]4[CH:24]=[CH:23][C:22]([C:25]([F:27])([F:28])[F:26])=[CH:21][C:20]=4[F:29])=[C:13]([O:31][CH3:32])[CH:12]=3)[C:3]=12. Given the reactants [NH2:1][C:2]1[N:7]=[CH:6][N:5]=[C:4]2[N:8]([C:33]3[CH:38]=[CH:37][C:36]([CH:39]=O)=[CH:35][CH:34]=3)[N:9]=[C:10]([C:11]3[CH:16]=[CH:15][C:14]([NH:17][C:18](=[O:30])[C:19]4[CH:24]=[CH:23][C:22]([C:25]([F:28])([F:27])[F:26])=[CH:21][C:20]=4[F:29])=[C:13]([O:31][CH3:32])[CH:12]=3)[C:3]=12.[NH:41]1[CH2:46][CH2:45][CH:44]([CH2:47][OH:48])[CH2:43][CH2:42]1.[C:49]([O:52][BH-]([O:52][C:49](=[O:51])[CH3:50])[O:52][C:49](=[O:51])[CH3:50])(=[O:51])[CH3:50].[Na+].[OH-].[Na+], predict the reaction product.